This data is from Full USPTO retrosynthesis dataset with 1.9M reactions from patents (1976-2016). The task is: Predict the reactants needed to synthesize the given product. Given the product [C:1](=[O:25])([O:23][CH3:24])[O:2][C:3]1[CH:8]=[C:7]([NH2:9])[C:6]([C:12]#[C:13][CH2:14][CH:15]([CH3:17])[CH3:16])=[CH:5][C:4]=1[CH:18]1[CH2:19][CH2:20][CH2:21][CH2:22]1, predict the reactants needed to synthesize it. The reactants are: [C:1](=[O:25])([O:23][CH3:24])[O:2][C:3]1[CH:8]=[C:7]([N+:9]([O-])=O)[C:6]([C:12]#[C:13][CH2:14][CH:15]([CH3:17])[CH3:16])=[CH:5][C:4]=1[CH:18]1[CH2:22][CH2:21][CH2:20][CH2:19]1.